Dataset: Forward reaction prediction with 1.9M reactions from USPTO patents (1976-2016). Task: Predict the product of the given reaction. Given the reactants [Cl:1][C:2]1[CH:3]=[C:4]([CH:12]([CH2:16][CH:17]2[CH2:21][CH2:20][CH2:19][CH2:18]2)[C:13]([OH:15])=O)[CH:5]=[CH:6][C:7]=1[S:8]([CH3:11])(=[O:10])=[O:9].C(Cl)(=O)C(Cl)=O.[NH2:28][C:29]1[CH:38]=[CH:37][C:36]2[C:31](=[CH:32][CH:33]=[CH:34][CH:35]=2)[N:30]=1.N1C=CC=CC=1, predict the reaction product. The product is: [Cl:1][C:2]1[CH:3]=[C:4]([CH:12]([CH2:16][CH:17]2[CH2:21][CH2:20][CH2:19][CH2:18]2)[C:13]([NH:28][C:29]2[CH:38]=[CH:37][C:36]3[C:31](=[CH:32][CH:33]=[CH:34][CH:35]=3)[N:30]=2)=[O:15])[CH:5]=[CH:6][C:7]=1[S:8]([CH3:11])(=[O:9])=[O:10].